From a dataset of Reaction yield outcomes from USPTO patents with 853,638 reactions. Predict the reaction yield, written as a fraction of the theoretical maximum amount of product (1.0 means a 100% yield; for example, 0.34 means a 34% yield). (1) The reactants are [N:1]1([C:5]([NH:7][C:8]2[CH:13]=[C:12]([O:14][C:15]3[CH:20]=[CH:19][C:18]([NH:21][C:22]([C:24]4([C:27]([NH:29][C:30]5[CH:35]=[CH:34][C:33]([F:36])=[CH:32][CH:31]=5)=[O:28])[CH2:26][CH2:25]4)=[O:23])=[C:17]([F:37])[CH:16]=3)[CH:11]=[CH:10][N:9]=2)=[O:6])[CH2:4][CH2:3][CH2:2]1.[ClH:38]. The catalyst is CC(C)=O. The product is [ClH:38].[N:1]1([C:5]([NH:7][C:8]2[CH:13]=[C:12]([O:14][C:15]3[CH:20]=[CH:19][C:18]([NH:21][C:22]([C:24]4([C:27]([NH:29][C:30]5[CH:31]=[CH:32][C:33]([F:36])=[CH:34][CH:35]=5)=[O:28])[CH2:25][CH2:26]4)=[O:23])=[C:17]([F:37])[CH:16]=3)[CH:11]=[CH:10][N:9]=2)=[O:6])[CH2:4][CH2:3][CH2:2]1. The yield is 0.970. (2) The reactants are CC([O-])(C)C.[K+].CC1C=CC(S([CH2:17][N+:18]#[C-])(=O)=O)=CC=1.[CH2:20]([O:27][C:28]1[CH:29]=[C:30]([CH:33]=[CH:34][C:35]=1[O:36][CH3:37])[CH:31]=O)[C:21]1[CH:26]=[CH:25][CH:24]=[CH:23][CH:22]=1.CO. The catalyst is C1COCC1.O. The product is [CH2:20]([O:27][C:28]1[CH:29]=[C:30]([CH2:31][C:17]#[N:18])[CH:33]=[CH:34][C:35]=1[O:36][CH3:37])[C:21]1[CH:26]=[CH:25][CH:24]=[CH:23][CH:22]=1. The yield is 0.480.